From a dataset of Reaction yield outcomes from USPTO patents with 853,638 reactions. Predict the reaction yield, written as a fraction of the theoretical maximum amount of product (1.0 means a 100% yield; for example, 0.34 means a 34% yield). The reactants are [C:1]([C:3]1[CH:4]=[CH:5][C:6]2[N:10]=[N:9][NH:8][C:7]=2[CH:11]=1)#[N:2].[OH-].[Na+].[Cl:14][CH2:15][CH2:16][CH2:17][CH2:18]Br. The catalyst is [Br-].C([N+](CCCC)(CCCC)CCCC)CCC.ClCCl. The product is [C:1]([C:3]1[CH:4]=[CH:5][C:6]2[N:10]=[N:9][N:8]([CH2:18][CH2:17][CH2:16][CH2:15][Cl:14])[C:7]=2[CH:11]=1)#[N:2]. The yield is 0.740.